Dataset: Reaction yield outcomes from USPTO patents with 853,638 reactions. Task: Predict the reaction yield, written as a fraction of the theoretical maximum amount of product (1.0 means a 100% yield; for example, 0.34 means a 34% yield). (1) The reactants are [NH2:1][C@@H:2]([CH2:6][C:7]1[CH:12]=[CH:11][CH:10]=[CH:9][CH:8]=1)[C:3]([NH2:5])=O.[H-].[Al+3].[Li+].[H-].[H-].[H-]. The catalyst is O1CCCC1. The product is [C:7]1([CH2:6][C@H:2]([NH2:1])[CH2:3][NH2:5])[CH:12]=[CH:11][CH:10]=[CH:9][CH:8]=1. The yield is 0.970. (2) The reactants are [H-].[Na+].[CH:3]([C:5]1[CH:6]=[CH:7][C:8]([O:13][C:14]2[CH:19]=[CH:18][CH:17]=[C:16]([C:20]([F:23])([F:22])[F:21])[CH:15]=2)=[C:9]([CH:12]=1)[C:10]#[N:11])=O.[CH2:24]1COCC1. The catalyst is [Br-].C[P+](C1C=CC=CC=1)(C1C=CC=CC=1)C1C=CC=CC=1. The product is [CH:3]([C:5]1[CH:6]=[CH:7][C:8]([O:13][C:14]2[CH:19]=[CH:18][CH:17]=[C:16]([C:20]([F:23])([F:22])[F:21])[CH:15]=2)=[C:9]([CH:12]=1)[C:10]#[N:11])=[CH2:24]. The yield is 0.503. (3) The reactants are [NH2:1][C:2]1[CH:17]=[CH:16][CH:15]=[C:14]([Cl:18])[C:3]=1[C:4]([NH:6][C:7]1[CH:12]=[CH:11][CH:10]=[CH:9][C:8]=1[F:13])=[O:5].[Cl:19][CH2:20][C:21](Cl)=O. The catalyst is C(O)(=O)C. The product is [Cl:18][C:14]1[CH:15]=[CH:16][CH:17]=[C:2]2[C:3]=1[C:4](=[O:5])[N:6]([C:7]1[CH:12]=[CH:11][CH:10]=[CH:9][C:8]=1[F:13])[C:21]([CH2:20][Cl:19])=[N:1]2. The yield is 0.400. (4) The reactants are Br[CH2:2][C:3](=O)[CH2:4][CH2:5][C:6]([O:8][CH3:9])=[O:7].[Br:11][C:12]1[CH:13]=[C:14]([O:22][C:23]2[CH:28]=[CH:27][CH:26]=[CH:25][CH:24]=2)[C:15]([NH:18][C:19]([NH2:21])=[S:20])=[N:16][CH:17]=1.C(N(CC)CC)C. The catalyst is C(O)C. The product is [Br:11][C:12]1[CH:13]=[C:14]([O:22][C:23]2[CH:24]=[CH:25][CH:26]=[CH:27][CH:28]=2)[C:15]([NH:18][C:19]2[S:20][CH:2]=[C:3]([CH2:4][CH2:5][C:6]([O:8][CH3:9])=[O:7])[N:21]=2)=[N:16][CH:17]=1. The yield is 0.801. (5) The reactants are CO[C:3]([CH:5]1[CH2:11][CH2:10][CH2:9][CH2:8][CH2:7][C:6]1=O)=[O:4].[N:13]1[NH:14][C:15]([NH2:18])=[CH:16][CH:17]=1. The catalyst is C(O)(=O)C. The product is [N:13]1[N:14]2[C:15]([N:18]=[C:6]3[CH2:7][CH2:8][CH2:9][CH2:10][CH2:11][C:5]3=[C:3]2[OH:4])=[CH:16][CH:17]=1. The yield is 0.850. (6) The reactants are C[O:2][C:3]([C:5]1[S:6][C:7]([C:14]2[CH2:18][C:17]([C:23]3[CH:28]=[C:27]([Cl:29])[CH:26]=[C:25]([Cl:30])[CH:24]=3)([C:19]([F:22])([F:21])[F:20])[O:16][N:15]=2)=[C:8]2[CH2:13][CH2:12][CH2:11][CH2:10][C:9]=12)=[O:4].O[Li].O. The catalyst is CO.O. The product is [Cl:30][C:25]1[CH:24]=[C:23]([C:17]2([C:19]([F:20])([F:22])[F:21])[O:16][N:15]=[C:14]([C:7]3[S:6][C:5]([C:3]([OH:4])=[O:2])=[C:9]4[CH2:10][CH2:11][CH2:12][CH2:13][C:8]=34)[CH2:18]2)[CH:28]=[C:27]([Cl:29])[CH:26]=1. The yield is 0.864. (7) The reactants are [Si:1]([O:8][C:9]([CH3:18])([CH3:17])[CH2:10][N:11]1[CH:15]=[C:14](I)[N:13]=[CH:12]1)([C:4]([CH3:7])([CH3:6])[CH3:5])([CH3:3])[CH3:2].C([Mg]Br)C.[CH3:23][Sn:24](Cl)([CH3:26])[CH3:25]. The catalyst is C(Cl)Cl. The product is [Si:1]([O:8][C:9]([CH3:18])([CH3:17])[CH2:10][N:11]1[CH:15]=[C:14]([Sn:24]([CH3:26])([CH3:25])[CH3:23])[N:13]=[CH:12]1)([C:4]([CH3:7])([CH3:6])[CH3:5])([CH3:3])[CH3:2]. The yield is 0.740.